Dataset: Full USPTO retrosynthesis dataset with 1.9M reactions from patents (1976-2016). Task: Predict the reactants needed to synthesize the given product. (1) The reactants are: [F:1][C:2]1([F:28])[CH2:6][CH2:5][N:4]([C:7]2[N:15]=[C:14]([O:16][CH2:17][C:18]([CH3:21])([CH3:20])[CH3:19])[N:13]=[C:12]3[C:8]=2[N:9]=[CH:10][N:11]3C2CCCCO2)[CH2:3]1.CC1C=CC(S(O)(=O)=O)=CC=1. Given the product [F:28][C:2]1([F:1])[CH2:6][CH2:5][N:4]([C:7]2[N:15]=[C:14]([O:16][CH2:17][C:18]([CH3:20])([CH3:19])[CH3:21])[N:13]=[C:12]3[C:8]=2[N:9]=[CH:10][NH:11]3)[CH2:3]1, predict the reactants needed to synthesize it. (2) The reactants are: [Cl:1][C:2]1[CH:7]=[CH:6][N:5]=[C:4]([CH2:8][NH:9][C:10]2[O:11][C:12]3[C:18]([O:19][CH3:20])=[CH:17][C:16]([C:21]([OH:23])=O)=[CH:15][C:13]=3[N:14]=2)[CH:3]=1.[CH3:24][CH:25]1[CH2:30][NH:29][CH:28]([CH:31]2[CH2:34][CH:33]([OH:35])[CH2:32]2)[CH2:27][O:26]1.C(N(CC)C(C)C)(C)C.CN(C(ON1N=NC2C=CC=NC1=2)=[N+](C)C)C.F[P-](F)(F)(F)(F)F. Given the product [Cl:1][C:2]1[CH:7]=[CH:6][N:5]=[C:4]([CH2:8][NH:9][C:10]2[O:11][C:12]3[C:18]([O:19][CH3:20])=[CH:17][C:16]([C:21]([N:29]4[CH:28]([CH:31]5[CH2:32][CH:33]([OH:35])[CH2:34]5)[CH2:27][O:26][CH:25]([CH3:24])[CH2:30]4)=[O:23])=[CH:15][C:13]=3[N:14]=2)[CH:3]=1, predict the reactants needed to synthesize it.